From a dataset of Peptide-MHC class I binding affinity with 185,985 pairs from IEDB/IMGT. Regression. Given a peptide amino acid sequence and an MHC pseudo amino acid sequence, predict their binding affinity value. This is MHC class I binding data. The peptide sequence is RQFYNANVL. The MHC is HLA-A32:01 with pseudo-sequence HLA-A32:01. The binding affinity (normalized) is 0.666.